Dataset: Full USPTO retrosynthesis dataset with 1.9M reactions from patents (1976-2016). Task: Predict the reactants needed to synthesize the given product. (1) Given the product [NH2:8][C:6]1[CH:7]=[C:2]([CH3:1])[C:3]([C:11]2[CH:12]=[CH:13][C:14]([C:15]([NH:17][C:18]3[CH:23]=[CH:22][CH:21]=[CH:20][C:19]=3[NH:24][C:25](=[O:31])[O:26][C:27]([CH3:29])([CH3:30])[CH3:28])=[O:16])=[CH:32][CH:33]=2)=[N:4][CH:5]=1, predict the reactants needed to synthesize it. The reactants are: [CH3:1][C:2]1[C:3]([C:11]2[CH:33]=[CH:32][C:14]([C:15]([NH:17][C:18]3[CH:23]=[CH:22][CH:21]=[CH:20][C:19]=3[NH:24][C:25](=[O:31])[O:26][C:27]([CH3:30])([CH3:29])[CH3:28])=[O:16])=[CH:13][CH:12]=2)=[N:4][CH:5]=[C:6]([N+:8]([O-])=O)[CH:7]=1. (2) Given the product [S:3]([C:6]1[CH:14]=[CH:13][CH:12]=[C:11]2[C:7]=1[CH2:8][CH:9]([C:15]([O:17][CH3:18])=[O:16])[CH2:10]2)(=[O:5])(=[O:4])[NH2:1], predict the reactants needed to synthesize it. The reactants are: [NH3:1].Cl[S:3]([C:6]1[CH:14]=[CH:13][CH:12]=[C:11]2[C:7]=1[CH2:8][CH:9]([C:15]([O:17][CH3:18])=[O:16])[CH2:10]2)(=[O:5])=[O:4]. (3) Given the product [CH2:1]([O:3][C:4](=[O:33])[CH2:5][CH:6]([N:13]1[C:21]2[C:16](=[CH:17][C:18]([O:22][CH2:23][CH2:24][OH:25])=[CH:19][CH:20]=2)[CH:15]=[CH:14]1)[C:7]1[CH:8]=[CH:9][CH:10]=[CH:11][CH:12]=1)[CH3:2], predict the reactants needed to synthesize it. The reactants are: [CH2:1]([O:3][C:4](=[O:33])[CH:5]=[C:6]([N:13]1[C:21]2[C:16](=[CH:17][C:18]([O:22][CH2:23][CH2:24][O:25]CC3C=CC=CC=3)=[CH:19][CH:20]=2)[CH:15]=[CH:14]1)[C:7]1[CH:12]=[CH:11][CH:10]=[CH:9][CH:8]=1)[CH3:2].